Dataset: Full USPTO retrosynthesis dataset with 1.9M reactions from patents (1976-2016). Task: Predict the reactants needed to synthesize the given product. (1) Given the product [NH2:18][C:15]1[C:16]2[N:17]=[C:8]([C:4]3[CH:5]=[C:6]([CH:7]=[C:2]([F:1])[CH:3]=3)[CH:26]=[O:27])[CH:9]=[CH:10][C:11]=2[N:12]=[CH:13][N:14]=1, predict the reactants needed to synthesize it. The reactants are: [F:1][C:2]1[CH:3]=[C:4]([C:8]2[CH:9]=[CH:10][C:11]3[N:12]=[CH:13][N:14]=[C:15]([NH2:18])[C:16]=3[N:17]=2)[CH:5]=[CH:6][CH:7]=1.FC1C=C(B(O)O)C=C([CH:26]=[O:27])C=1.C([O-])([O-])=O.[K+].[K+]. (2) Given the product [CH2:1]([O:3][C:4]([N:6]1[CH2:11][CH2:10][CH:9]([O:12][C:23]2[CH:22]=[CH:21][C:20]([O:19][C:18]([F:17])([F:27])[F:28])=[CH:25][CH:24]=2)[CH2:8][CH2:7]1)=[O:5])[CH3:2], predict the reactants needed to synthesize it. The reactants are: [CH2:1]([O:3][C:4]([N:6]1[CH2:11][CH2:10][CH:9]([O:12]S(C)(=O)=O)[CH2:8][CH2:7]1)=[O:5])[CH3:2].[F:17][C:18]([F:28])([F:27])[O:19][C:20]1[CH:25]=[CH:24][CH:23]=[CH:22][C:21]=1O.C(=O)([O-])[O-].[K+].[K+].